This data is from Catalyst prediction with 721,799 reactions and 888 catalyst types from USPTO. The task is: Predict which catalyst facilitates the given reaction. (1) Reactant: [F:1][C:2]([F:29])([F:28])[C:3]1[C:4]([CH2:19][NH:20]C(=O)OC(C)(C)C)=[N:5][C:6]([C:9]2[CH:10]=[N:11][C:12]([C:15]([F:18])([F:17])[F:16])=[N:13][CH:14]=2)=[N:7][CH:8]=1.[ClH:30]. Product: [ClH:30].[F:18][C:15]([F:16])([F:17])[C:12]1[N:11]=[CH:10][C:9]([C:6]2[N:5]=[C:4]([CH2:19][NH2:20])[C:3]([C:2]([F:1])([F:29])[F:28])=[CH:8][N:7]=2)=[CH:14][N:13]=1. The catalyst class is: 12. (2) Reactant: [Cl:1][C:2]1[CH:3]=[C:4]([C@@H:10]([CH2:14][CH:15]2[CH2:19][CH2:18][CH2:17][C:16]2=[O:20])[C:11]([OH:13])=[O:12])[CH:5]=[CH:6][C:7]=1[S:8][CH3:9].C(O)=[O:22].OO.S([O-])([O-])=O.[Na+].[Na+]. Product: [Cl:1][C:2]1[CH:3]=[C:4]([C@@H:10]([CH2:14][CH:15]2[CH2:19][CH2:18][CH2:17][C:16]2=[O:20])[C:11]([OH:13])=[O:12])[CH:5]=[CH:6][C:7]=1[S:8]([CH3:9])=[O:22]. The catalyst class is: 6. (3) Reactant: C([O:4][C@@H:5]1[CH2:9][C@H:8]([C:10]2[N:14]3[C:15]4[CH:21]=[CH:20][N:19](S(C5C=CC(C)=CC=5)(=O)=O)[C:16]=4[N:17]=[CH:18][C:13]3=[C:12]([C:32]3[CH:37]=[CH:36][C:35]([NH:38][CH:39]([CH3:41])[CH3:40])=[CH:34][CH:33]=3)[N:11]=2)[N:7]([C:42](=[O:44])[CH3:43])[CH2:6]1)(=O)C.C([O-])([O-])=O.[Cs+].[Cs+]. Product: [OH:4][C@H:5]1[CH2:6][N:7]([C:42](=[O:44])[CH3:43])[C@@H:8]([C:10]2[N:14]3[C:15]4[CH:21]=[CH:20][NH:19][C:16]=4[N:17]=[CH:18][C:13]3=[C:12]([C:32]3[CH:37]=[CH:36][C:35]([NH:38][CH:39]([CH3:41])[CH3:40])=[CH:34][CH:33]=3)[N:11]=2)[CH2:9]1. The catalyst class is: 1. (4) Reactant: [NH2:1][C:2]1[CH:7]=[CH:6][C:5]([S:8][C:9]([CH3:16])([CH3:15])[C:10]([O:12][CH2:13][CH3:14])=[O:11])=[CH:4][CH:3]=1.Br[CH2:18][CH2:19][CH2:20][N:21]1[C:26](=[O:27])[C:25]2[N:28]([CH3:34])[N:29]=[C:30]([CH2:31][CH2:32][CH3:33])[C:24]=2[N:23]=[C:22]1[CH3:35].C(=O)([O-])[O-].[K+].[K+]. Product: [CH2:13]([O:12][C:10](=[O:11])[C:9]([S:8][C:5]1[CH:6]=[CH:7][C:2]([NH:1][CH2:18][CH2:19][CH2:20][N:21]2[C:26](=[O:27])[C:25]3[N:28]([CH3:34])[N:29]=[C:30]([CH2:31][CH2:32][CH3:33])[C:24]=3[N:23]=[C:22]2[CH3:35])=[CH:3][CH:4]=1)([CH3:15])[CH3:16])[CH3:14]. The catalyst class is: 596. (5) Reactant: [CH3:1][C:2]1=[C:3]([CH2:22][C:23]([OH:25])=[O:24])[C:4]2[CH:5]=[C:6]([F:21])[CH:7]=[CH:8][C:9]=2/[C:10]/1=[CH:11]\[C:12]1[CH:13]=[CH:14][C:15]([S+:18]([O-:20])[CH3:19])=[CH:16][CH:17]=1.[NH:26]1[CH:30]=[CH:29][N:28]=[CH:27]1.[CH:31]1[N:35]([CH2:36][O:37][CH2:38][CH2:39][OH:40])[C:34]2[N:41]=[C:42]([NH2:46])[N:43]=[C:44]([OH:45])[C:33]=2[N:32]=1. Product: [CH:31]1[N:35]([CH2:36][O:37][CH2:38][CH2:39][OH:40])[C:34]2[N:41]=[C:42]([NH2:46])[N:43]=[C:44]([OH:45])[C:33]=2[N:32]=1.[NH:26]1[CH:30]=[CH:29][N:28]=[CH:27]1.[CH3:1][C:2]1=[C:3]([CH2:22][C:23]([OH:25])=[O:24])[C:4]2[CH:5]=[C:6]([F:21])[CH:7]=[CH:8][C:9]=2/[C:10]/1=[CH:11]\[C:12]1[CH:13]=[CH:14][C:15]([S+:18]([O-:20])[CH3:19])=[CH:16][CH:17]=1. The catalyst class is: 6. (6) Reactant: [NH:1]1[CH2:6][CH2:5][NH:4][CH2:3][C:2]1=[O:7].C1C=CC2N(O)N=NC=2C=1.[CH3:18][C:19]1[CH:20]=[C:21]([C:36]2[CH:37]=[CH:38][C:39]([C:42](O)=[O:43])=[N:40][CH:41]=2)[CH:22]=[C:23]([NH:25][C:26]2[N:31]=[C:30]([C:32]([F:35])([F:34])[F:33])[CH:29]=[CH:28][N:27]=2)[CH:24]=1. Product: [CH3:18][C:19]1[CH:20]=[C:21]([C:36]2[CH:37]=[CH:38][C:39]([C:42]([N:4]3[CH2:5][CH2:6][NH:1][C:2](=[O:7])[CH2:3]3)=[O:43])=[N:40][CH:41]=2)[CH:22]=[C:23]([NH:25][C:26]2[N:31]=[C:30]([C:32]([F:35])([F:34])[F:33])[CH:29]=[CH:28][N:27]=2)[CH:24]=1. The catalyst class is: 3. (7) Reactant: Cl.[NH2:2][C@H:3]([C:6]1[CH:11]=[CH:10][N:9]=[C:8]([Br:12])[CH:7]=1)[CH2:4][OH:5].C(N(CC)CC)C.[C:20](O[C:20]([O:22][C:23]([CH3:26])([CH3:25])[CH3:24])=[O:21])([O:22][C:23]([CH3:26])([CH3:25])[CH3:24])=[O:21]. Product: [C:23]([O:22][C:20](=[O:21])[NH:2][C@H:3]([C:6]1[CH:11]=[CH:10][N:9]=[C:8]([Br:12])[CH:7]=1)[CH2:4][OH:5])([CH3:26])([CH3:25])[CH3:24]. The catalyst class is: 2. (8) Reactant: [N:1]([C@H:4]1[C@@H:8]([N:9]=[N+]=[N-])[CH2:7][N:6]([C:12]([O:14][C:15]([CH3:18])([CH3:17])[CH3:16])=[O:13])[CH2:5]1)=[N+]=[N-]. Product: [NH2:1][C@H:4]1[C@@H:8]([NH2:9])[CH2:7][N:6]([C:12]([O:14][C:15]([CH3:18])([CH3:17])[CH3:16])=[O:13])[CH2:5]1. The catalyst class is: 105. (9) Reactant: [OH:1][CH:2]1[CH2:6][NH:5][C@H:4]([C:7]([OH:9])=[O:8])[CH2:3]1.[CH2:10](N(CC)CC)C.[C:17](O[C:17]([O:19][C:20]([CH3:23])([CH3:22])[CH3:21])=[O:18])([O:19][C:20]([CH3:23])([CH3:22])[CH3:21])=[O:18]. Product: [CH3:10][O:8][C:7](=[O:9])[C@@H:4]1[CH2:3][CH:2]([OH:1])[CH2:6][N:5]1[C:17]([O:19][C:20]([CH3:23])([CH3:22])[CH3:21])=[O:18]. The catalyst class is: 21.